Dataset: Forward reaction prediction with 1.9M reactions from USPTO patents (1976-2016). Task: Predict the product of the given reaction. (1) Given the reactants [NH2:1][CH2:2][C@H:3]([N:5]1[CH:9]=[CH:8][C:7]([C:10]2[CH:17]=[CH:16][C:13]([C:14]#[N:15])=[C:12]([Cl:18])[C:11]=2[CH3:19])=[N:6]1)[CH3:4].[C:20]([C:23]1[CH:27]=[C:26]([C:28](O)=[O:29])[NH:25][N:24]=1)(=[O:22])[CH3:21], predict the reaction product. The product is: [C:20]([C:23]1[CH:27]=[C:26]([C:28]([NH:1][CH2:2][C@H:3]([N:5]2[CH:9]=[CH:8][C:7]([C:10]3[CH:17]=[CH:16][C:13]([C:14]#[N:15])=[C:12]([Cl:18])[C:11]=3[CH3:19])=[N:6]2)[CH3:4])=[O:29])[NH:25][N:24]=1)(=[O:22])[CH3:21]. (2) Given the reactants [CH:1]([NH2:3])=[O:2].[CH:4](=O)[CH3:5].[C:7]1(C)[CH:12]=[CH:11][C:10]([S:13]([OH:16])(=O)=[O:14])=[CH:9][CH:8]=1.C(OC(C)(C)C)(C)(C)C.C(#[N:29])C, predict the reaction product. The product is: [NH2:29][C:8]1[CH:9]=[C:10]([S:13]([CH:4]([NH:3][CH:1]=[O:2])[CH3:5])(=[O:16])=[O:14])[CH:11]=[CH:12][CH:7]=1. (3) Given the reactants C(OC([N:8]1[CH2:13][CH2:12][N:11]([C:14]2[CH:15]=[CH:16][C:17]3[O:26][CH2:25][CH2:24][C:23]4[CH:22]=[C:21]([C:27]5[N:28]([C:32]6[CH:37]=[CH:36][C:35]([F:38])=[CH:34][C:33]=6[F:39])[N:29]=[CH:30][N:31]=5)[S:20][C:19]=4[C:18]=3[N:40]=2)[CH2:10][CH2:9]1)=O)(C)(C)C.C(OC(C)=O)C.[ClH:47], predict the reaction product. The product is: [F:39][C:33]1[CH:34]=[C:35]([F:38])[CH:36]=[CH:37][C:32]=1[N:28]1[C:27]([C:21]2[S:20][C:19]3[C:18]4[N:40]=[C:14]([N:11]5[CH2:10][CH2:9][NH:8][CH2:13][CH2:12]5)[CH:15]=[CH:16][C:17]=4[O:26][CH2:25][CH2:24][C:23]=3[CH:22]=2)=[N:31][CH:30]=[N:29]1.[ClH:47]. (4) Given the reactants [F:1][C:2]1[CH:7]=[CH:6][C:5]([N:8]2[C:13](=[O:14])[C:12]([C:15]([OH:17])=O)=[CH:11][CH:10]=[N:9]2)=[CH:4][CH:3]=1.CCN=C=NCCCN(C)C.C1C=CC2N(O)N=NC=2C=1.[NH2:39][C:40]1[CH:78]=[CH:77][C:43]([O:44][C:45]2[CH:50]=[CH:49][N:48]=[C:47]3[N:51]([CH2:68][C:69]4[CH:74]=[CH:73][C:72]([O:75][CH3:76])=[CH:71][CH:70]=4)[N:52]=[C:53]([O:54][CH:55]4[CH2:60][CH2:59][N:58]([C:61]([O:63][C:64]([CH3:67])([CH3:66])[CH3:65])=[O:62])[CH2:57][CH2:56]4)[C:46]=23)=[C:42]([F:79])[CH:41]=1.OC1CCN(C(OC(C)(C)C)=O)CC1.CCN(CC)CC, predict the reaction product. The product is: [F:79][C:42]1[CH:41]=[C:40]([NH:39][C:15]([C:12]2[C:13](=[O:14])[N:8]([C:5]3[CH:4]=[CH:3][C:2]([F:1])=[CH:7][CH:6]=3)[N:9]=[CH:10][CH:11]=2)=[O:17])[CH:78]=[CH:77][C:43]=1[O:44][C:45]1[CH:50]=[CH:49][N:48]=[C:47]2[N:51]([CH2:68][C:69]3[CH:74]=[CH:73][C:72]([O:75][CH3:76])=[CH:71][CH:70]=3)[N:52]=[C:53]([O:54][CH:55]3[CH2:60][CH2:59][N:58]([C:61]([O:63][C:64]([CH3:66])([CH3:67])[CH3:65])=[O:62])[CH2:57][CH2:56]3)[C:46]=12. (5) The product is: [Br:1][C:2]1[CH:3]=[C:4]([OH:9])[C:5](/[CH:10]=[CH:11]\[CH3:12])=[N:6][CH:7]=1. Given the reactants [Br:1][C:2]1[CH:3]=[C:4]([OH:9])[C:5](I)=[N:6][CH:7]=1.[CH:10](/B(O)O)=[CH:11]/[CH3:12].C(=O)([O-])[O-].[K+].[K+], predict the reaction product.